From a dataset of Catalyst prediction with 721,799 reactions and 888 catalyst types from USPTO. Predict which catalyst facilitates the given reaction. (1) Reactant: C(O[C:6](=O)[N:7]([CH2:9][CH2:10][C@H:11]1[CH2:16][CH2:15][C@H:14]([CH2:17][OH:18])[CH2:13][CH2:12]1)C)(C)(C)C.[ClH:20]. Product: [ClH:20].[CH3:6][NH:7][CH2:9][CH2:10][C@H:11]1[CH2:16][CH2:15][C@H:14]([CH2:17][OH:18])[CH2:13][CH2:12]1. The catalyst class is: 12. (2) Reactant: [C:1]([NH:4][C:5]1[S:9][C:8]2[C:10]([O:15][CH2:16][CH2:17][N:18]([CH2:21][CH3:22])[CH2:19][CH3:20])=[C:11](Br)[CH:12]=[CH:13][C:7]=2[C:6]=1[C:23]([O:25][CH2:26][CH3:27])=[O:24])(=[O:3])[CH3:2].[CH3:28][C:29]1[CH:30]=[C:31](B(O)O)[CH:32]=[CH:33][CH:34]=1.P([O-])([O-])([O-])=O.[K+].[K+].[K+]. Product: [C:1]([NH:4][C:5]1[S:9][C:8]2[C:10]([O:15][CH2:16][CH2:17][N:18]([CH2:21][CH3:22])[CH2:19][CH3:20])=[C:11]([C:33]3[CH:32]=[CH:31][CH:30]=[C:29]([CH3:28])[CH:34]=3)[CH:12]=[CH:13][C:7]=2[C:6]=1[C:23]([O:25][CH2:26][CH3:27])=[O:24])(=[O:3])[CH3:2]. The catalyst class is: 47. (3) Reactant: [C:1]([C:3]1[CH:4]=[C:5]([CH:9]=[CH:10][C:11]=1F)[C:6]([OH:8])=[O:7])#[N:2].[CH3:13][O:14][CH2:15][CH2:16][OH:17].[H-].[Na+].Cl. Product: [C:1]([C:3]1[CH:4]=[C:5]([CH:9]=[CH:10][C:11]=1[O:17][CH2:16][CH2:15][O:14][CH3:13])[C:6]([OH:8])=[O:7])#[N:2]. The catalyst class is: 10. (4) The catalyst class is: 4. Product: [CH3:15][O:14][C:11]1[CH:10]=[CH:9][C:8]([CH2:7][C@H:2]([NH:1][C:18]([O:20][C:21]2[CH:22]=[CH:23][C:24]([N+:27]([O-:29])=[O:28])=[CH:25][CH:26]=2)=[O:19])[C:3]([O:5][CH3:6])=[O:4])=[CH:13][CH:12]=1. Reactant: [NH2:1][C@@H:2]([CH2:7][C:8]1[CH:13]=[CH:12][C:11]([O:14][CH3:15])=[CH:10][CH:9]=1)[C:3]([O:5][CH3:6])=[O:4].O.Cl[C:18]([O:20][C:21]1[CH:26]=[CH:25][C:24]([N+:27]([O-:29])=[O:28])=[CH:23][CH:22]=1)=[O:19].C(N(C(C)C)CC)(C)C. (5) Reactant: [Cl:1][C:2]1[CH:7]=[CH:6][CH:5]=[CH:4][C:3]=1[CH2:8][N:9]1[CH:13]=[C:12](B2OC(C)(C)C(C)(C)O2)[CH:11]=[N:10]1.[OH-:23].[Na+].OO.O.Cl. Product: [Cl:1][C:2]1[CH:7]=[CH:6][CH:5]=[CH:4][C:3]=1[CH2:8][N:9]1[CH:13]=[C:12]([OH:23])[CH:11]=[N:10]1.[CH2:8]([N:9]1[CH:13]=[C:12]([OH:23])[CH:11]=[N:10]1)[C:3]1[CH:4]=[CH:5][CH:6]=[CH:7][CH:2]=1. The catalyst class is: 1. (6) Reactant: [F:1][C:2]1[CH:10]=[CH:9][C:5]([C:6]([OH:8])=[O:7])=[CH:4][C:3]=1[CH3:11].[N+:12]([O-])([O-:14])=[O:13].[K+]. Product: [F:1][C:2]1[C:3]([CH3:11])=[CH:4][C:5]([C:6]([OH:8])=[O:7])=[C:9]([N+:12]([O-:14])=[O:13])[CH:10]=1. The catalyst class is: 82.